From a dataset of Forward reaction prediction with 1.9M reactions from USPTO patents (1976-2016). Predict the product of the given reaction. (1) The product is: [CH:47]12[CH2:52][CH:50]([CH:49]=[CH:48]1)[CH2:51][CH:46]2[CH2:45][O:33][C:30]1[CH:29]=[CH:28][C:27]([C:25]2[O:26][C:22]([C:18]3[CH:19]=[CH:20][CH:21]=[C:16]([C:14]4[O:15][C:11]([C:8]5[CH:7]=[CH:6][C:5]([C:1]([CH3:4])([CH3:2])[CH3:3])=[CH:10][CH:9]=5)=[N:12][N:13]=4)[CH:17]=3)=[N:23][N:24]=2)=[CH:32][CH:31]=1. Given the reactants [C:1]([C:5]1[CH:10]=[CH:9][C:8]([C:11]2[O:15][C:14]([C:16]3[CH:17]=[C:18]([C:22]4[O:26][C:25]([C:27]5[CH:32]=[CH:31][C:30]([OH:33])=[CH:29][CH:28]=5)=[N:24][N:23]=4)[CH:19]=[CH:20][CH:21]=3)=[N:13][N:12]=2)=[CH:7][CH:6]=1)([CH3:4])([CH3:3])[CH3:2].CC1C=CC(S(O[CH2:45][CH:46]2[CH2:51][CH:50]3[CH2:52][CH:47]2[CH:48]=[CH:49]3)(=O)=O)=CC=1.C([O-])([O-])=O.[Cs+].[Cs+].O, predict the reaction product. (2) Given the reactants [Cl:1][C:2]1[C:3]([O:12][C:13]2[CH:18]=[C:17]([O:19][CH2:20][CH2:21][O:22][CH3:23])[CH:16]=[CH:15][C:14]=2[CH2:24][CH2:25][CH2:26][OH:27])=[N:4][CH:5]=[C:6]([C:8]([F:11])([F:10])[F:9])[CH:7]=1.[CH3:28][O:29][CH2:30][CH2:31][CH2:32][NH2:33].Cl.CN(C)[CH:37]=[O:38], predict the reaction product. The product is: [CH3:28][O:29][CH2:30][CH2:31][CH2:32][NH:33][C:37](=[O:38])[O:27][CH2:26][CH2:25][CH2:24][C:14]1[CH:15]=[CH:16][C:17]([O:19][CH2:20][CH2:21][O:22][CH3:23])=[CH:18][C:13]=1[O:12][C:3]1[C:2]([Cl:1])=[CH:7][C:6]([C:8]([F:9])([F:11])[F:10])=[CH:5][N:4]=1.